From a dataset of NCI-60 drug combinations with 297,098 pairs across 59 cell lines. Regression. Given two drug SMILES strings and cell line genomic features, predict the synergy score measuring deviation from expected non-interaction effect. (1) Cell line: T-47D. Synergy scores: CSS=5.57, Synergy_ZIP=3.26, Synergy_Bliss=1.71, Synergy_Loewe=-5.69, Synergy_HSA=1.26. Drug 1: C1=CC(=CC=C1C#N)C(C2=CC=C(C=C2)C#N)N3C=NC=N3. Drug 2: C(CCl)NC(=O)N(CCCl)N=O. (2) Drug 1: COC1=C(C=C2C(=C1)N=CN=C2NC3=CC(=C(C=C3)F)Cl)OCCCN4CCOCC4. Drug 2: C(CC(=O)O)C(=O)CN.Cl. Cell line: KM12. Synergy scores: CSS=41.1, Synergy_ZIP=17.1, Synergy_Bliss=15.8, Synergy_Loewe=3.27, Synergy_HSA=19.2. (3) Drug 1: CS(=O)(=O)C1=CC(=C(C=C1)C(=O)NC2=CC(=C(C=C2)Cl)C3=CC=CC=N3)Cl. Drug 2: COC1=CC(=CC(=C1O)OC)C2C3C(COC3=O)C(C4=CC5=C(C=C24)OCO5)OC6C(C(C7C(O6)COC(O7)C8=CC=CS8)O)O. Cell line: OVCAR3. Synergy scores: CSS=34.5, Synergy_ZIP=-9.07, Synergy_Bliss=0.764, Synergy_Loewe=-22.9, Synergy_HSA=0.278. (4) Cell line: NCI-H322M. Synergy scores: CSS=37.4, Synergy_ZIP=-4.84, Synergy_Bliss=-4.09, Synergy_Loewe=-26.4, Synergy_HSA=-3.41. Drug 2: CC1C(C(CC(O1)OC2CC(CC3=C2C(=C4C(=C3O)C(=O)C5=CC=CC=C5C4=O)O)(C(=O)C)O)N)O. Drug 1: COC1=C2C(=CC3=C1OC=C3)C=CC(=O)O2. (5) Drug 1: CC1=CC=C(C=C1)C2=CC(=NN2C3=CC=C(C=C3)S(=O)(=O)N)C(F)(F)F. Drug 2: CC12CCC3C(C1CCC2O)C(CC4=C3C=CC(=C4)O)CCCCCCCCCS(=O)CCCC(C(F)(F)F)(F)F. Cell line: SN12C. Synergy scores: CSS=-4.97, Synergy_ZIP=4.07, Synergy_Bliss=4.85, Synergy_Loewe=-3.96, Synergy_HSA=-4.51. (6) Drug 1: CC1=CC2C(CCC3(C2CCC3(C(=O)C)OC(=O)C)C)C4(C1=CC(=O)CC4)C. Drug 2: CC1=C(C(=CC=C1)Cl)NC(=O)C2=CN=C(S2)NC3=CC(=NC(=N3)C)N4CCN(CC4)CCO. Cell line: IGROV1. Synergy scores: CSS=48.3, Synergy_ZIP=9.31, Synergy_Bliss=9.44, Synergy_Loewe=-24.1, Synergy_HSA=12.5. (7) Drug 1: CN1CCC(CC1)COC2=C(C=C3C(=C2)N=CN=C3NC4=C(C=C(C=C4)Br)F)OC. Drug 2: CCN(CC)CCCC(C)NC1=C2C=C(C=CC2=NC3=C1C=CC(=C3)Cl)OC. Cell line: COLO 205. Synergy scores: CSS=41.7, Synergy_ZIP=4.49, Synergy_Bliss=2.13, Synergy_Loewe=-8.47, Synergy_HSA=-3.69. (8) Drug 1: CS(=O)(=O)OCCCCOS(=O)(=O)C. Drug 2: CC1=C(C(=O)C2=C(C1=O)N3CC4C(C3(C2COC(=O)N)OC)N4)N. Cell line: OVCAR-4. Synergy scores: CSS=6.38, Synergy_ZIP=-2.30, Synergy_Bliss=0.930, Synergy_Loewe=-4.90, Synergy_HSA=-0.847.